This data is from Peptide-MHC class I binding affinity with 185,985 pairs from IEDB/IMGT. The task is: Regression. Given a peptide amino acid sequence and an MHC pseudo amino acid sequence, predict their binding affinity value. This is MHC class I binding data. (1) The peptide sequence is IMNEGWASF. The MHC is HLA-B58:01 with pseudo-sequence HLA-B58:01. The binding affinity (normalized) is 0.671. (2) The peptide sequence is MLVTPSMAM. The MHC is HLA-A26:01 with pseudo-sequence HLA-A26:01. The binding affinity (normalized) is 0.190. (3) The peptide sequence is NTFYLFTFTI. The MHC is HLA-A02:01 with pseudo-sequence HLA-A02:01. The binding affinity (normalized) is 0.630. (4) The peptide sequence is LLAKREVPTV. The MHC is HLA-A02:01 with pseudo-sequence HLA-A02:01. The binding affinity (normalized) is 0.470.